This data is from Forward reaction prediction with 1.9M reactions from USPTO patents (1976-2016). The task is: Predict the product of the given reaction. (1) Given the reactants F[C:2]1[CH:7]=[CH:6][CH:5]=[CH:4][N:3]=1.[CH:8]1([C:12]#[N:13])[CH2:11][CH2:10][CH2:9]1.C[Si]([N-][Si](C)(C)C)(C)C.[Na+].C1COCC1, predict the reaction product. The product is: [N:3]1[CH:4]=[CH:5][CH:6]=[CH:7][C:2]=1[C:8]1([C:12]#[N:13])[CH2:11][CH2:10][CH2:9]1. (2) The product is: [C:2]1([NH:1][C:8](=[O:11])[CH2:9][CH3:10])[CH:7]=[CH:6][CH:5]=[CH:4][CH:3]=1. Given the reactants [NH2:1][C:2]1[CH:7]=[CH:6][CH:5]=[CH:4][CH:3]=1.[C:8](Cl)(=[O:11])[CH2:9][CH3:10], predict the reaction product. (3) Given the reactants Br[C:2]1[CH:3]=[C:4]([N:8]2[CH:12]=[CH:11][N:10]=[N:9]2)[CH:5]=[CH:6][CH:7]=1.[Si:13]([O:20][CH:21]1[CH2:26][CH2:25][NH:24][CH2:23][CH2:22]1)([C:16]([CH3:19])([CH3:18])[CH3:17])([CH3:15])[CH3:14].C1(P(C2CCCCC2)C2C=CC=CC=2C2C=CC=CC=2N(C)C)CCCCC1.CC(C)([O-])C.[Na+], predict the reaction product. The product is: [Si:13]([O:20][CH:21]1[CH2:22][CH2:23][N:24]([C:2]2[CH:7]=[CH:6][CH:5]=[C:4]([N:8]3[CH:12]=[CH:11][N:10]=[N:9]3)[CH:3]=2)[CH2:25][CH2:26]1)([C:16]([CH3:19])([CH3:18])[CH3:17])([CH3:15])[CH3:14]. (4) Given the reactants Cl[C:2]1[C:11]2[C:6](=[CH:7][C:8]([CH3:12])=[CH:9][CH:10]=2)[N:5]=[C:4]([C:13]#[N:14])[CH:3]=1.[F:15][C:16]1[CH:21]=[CH:20][C:19](B(O)O)=[CH:18][CH:17]=1.C([O-])([O-])=O.[Na+].[Na+], predict the reaction product. The product is: [F:15][C:16]1[CH:21]=[CH:20][C:19]([C:2]2[C:11]3[C:6](=[CH:7][C:8]([CH3:12])=[CH:9][CH:10]=3)[N:5]=[C:4]([C:13]#[N:14])[CH:3]=2)=[CH:18][CH:17]=1. (5) Given the reactants [CH3:1][O:2][C:3]1[CH:4]=[C:5]2[C:10](=[CH:11][CH:12]=1)[N:9]=[C:8]([CH3:13])[CH:7]=[C:6]2O.O=P(Cl)(Cl)[Cl:17], predict the reaction product. The product is: [Cl:17][C:6]1[C:5]2[C:10](=[CH:11][CH:12]=[C:3]([O:2][CH3:1])[CH:4]=2)[N:9]=[C:8]([CH3:13])[CH:7]=1. (6) Given the reactants [C:1]([N:8]1[CH2:13][CH2:12][NH:11][CH2:10][CH2:9]1)([O:3][C:4]([CH3:7])([CH3:6])[CH3:5])=[O:2].[S:14]1[C:18]([CH:19]=O)=[CH:17][N:16]=[CH:15]1.C(O[BH-](OC(=O)C)OC(=O)C)(=O)C.[Na+], predict the reaction product. The product is: [S:14]1[C:18]([CH2:19][N:11]2[CH2:10][CH2:9][N:8]([C:1]([O:3][C:4]([CH3:7])([CH3:6])[CH3:5])=[O:2])[CH2:13][CH2:12]2)=[CH:17][N:16]=[CH:15]1. (7) The product is: [F:52][C:53]1([F:58])[CH2:57][CH2:56][N:55]([C:25]([C:10]2[CH:11]=[C:12]([C:14]([NH:15][CH2:16][C:17]3[CH:22]=[N:21][C:20]([CH3:23])=[N:19][CH:18]=3)=[O:24])[CH:13]=[C:8]([C:5]3[CH:6]=[CH:7][C:2]([CH3:1])=[CH:3][CH:4]=3)[CH:9]=2)=[O:27])[CH2:54]1. Given the reactants [CH3:1][C:2]1[CH:7]=[CH:6][C:5]([C:8]2[CH:13]=[C:12]([C:14](=[O:24])[NH:15][CH2:16][C:17]3[CH:18]=[N:19][C:20]([CH3:23])=[N:21][CH:22]=3)[CH:11]=[C:10]([C:25]([OH:27])=O)[CH:9]=2)=[CH:4][CH:3]=1.Cl.CN(C)CCCN=C=NCC.O.ON1C2C=CC=CC=2N=N1.Cl.[F:52][C:53]1([F:58])[CH2:57][CH2:56][NH:55][CH2:54]1.C(N(CC)C(C)C)(C)C, predict the reaction product. (8) Given the reactants [Br:1][C:2]1[C:3]([O:24][CH3:25])=[C:4]([CH:10]([N:12]2[C:16]3=[N:17][CH:18]=[N:19][C:20]([NH2:21])=[C:15]3C(C=C)=[N:13]2)[CH3:11])[CH:5]=[C:6]([Cl:9])[C:7]=1[CH3:8].C[N+]1([O-])CC[O:30]CC1.[C:34]([OH:38])([CH3:37])([CH3:36])C, predict the reaction product. The product is: [NH2:21][C:20]1[N:19]=[CH:18][N:17]=[C:16]2[N:12]([CH:10]([C:4]3[CH:5]=[C:6]([Cl:9])[C:7]([CH3:8])=[C:2]([Br:1])[C:3]=3[O:24][CH3:25])[CH3:11])[N:13]=[C:36]([CH:34]([OH:38])[CH2:37][OH:30])[C:15]=12.